The task is: Predict the reaction yield, written as a fraction of the theoretical maximum amount of product (1.0 means a 100% yield; for example, 0.34 means a 34% yield).. This data is from Reaction yield outcomes from USPTO patents with 853,638 reactions. (1) The catalyst is CC(C)=O. The yield is 0.630. The product is [Br:19][CH2:20][CH2:21][N:7]1[C:6]([C:9]([O:11][CH3:12])=[O:10])=[CH:5][C:4]([N+:1]([O-:3])=[O:2])=[N:8]1. The reactants are [N+:1]([C:4]1[NH:8][N:7]=[C:6]([C:9]([O:11][CH3:12])=[O:10])[CH:5]=1)([O-:3])=[O:2].C(=O)([O-])[O-].[K+].[K+].[Br:19][CH2:20][CH2:21]Br. (2) The reactants are [CH3:1][O:2][CH2:3][C:4]1[CH:5]=[C:6]([CH:10]=[CH:11][CH:12]=1)[C:7]([OH:9])=O.CN(C)C=O.C(Cl)(=O)C(Cl)=O.[CH3:24][NH:25][O:26][CH3:27].C(N(CC)CC)C. The catalyst is ClCCl.O. The product is [CH3:27][O:26][N:25]([CH3:24])[C:7](=[O:9])[C:6]1[CH:10]=[CH:11][CH:12]=[C:4]([CH2:3][O:2][CH3:1])[CH:5]=1. The yield is 0.630. (3) The reactants are [CH3:1][O:2][C:3]1[CH:4]=[C:5]2[C:10](=[CH:11][C:12]=1[O:13][CH3:14])[N:9]=[CH:8][N:7]=[C:6]2[O:15][C:16]1[CH:17]=[C:18]([CH:20]=[CH:21][CH:22]=1)[NH2:19].[C:23]([C:25]([C:28]1[CH:32]=[C:31]([NH:33][C:34](=O)[O:35]C2C=CC=CC=2)[N:30]([C:43]2[CH:48]=[CH:47][CH:46]=[CH:45][CH:44]=2)[N:29]=1)([CH3:27])[CH3:26])#[N:24]. The catalyst is C1COCC1.CN(C1C=CN=CC=1)C. The product is [C:23]([C:25]([C:28]1[CH:32]=[C:31]([NH:33][C:34]([NH:19][C:18]2[CH:20]=[CH:21][CH:22]=[C:16]([O:15][C:6]3[C:5]4[C:10](=[CH:11][C:12]([O:13][CH3:14])=[C:3]([O:2][CH3:1])[CH:4]=4)[N:9]=[CH:8][N:7]=3)[CH:17]=2)=[O:35])[N:30]([C:43]2[CH:48]=[CH:47][CH:46]=[CH:45][CH:44]=2)[N:29]=1)([CH3:27])[CH3:26])#[N:24]. The yield is 0.420. (4) The reactants are S(Cl)(Cl)=O.[Br:5][CH2:6][C@@:7]([OH:12])([CH3:11])[C:8](O)=[O:9].CCN(CC)CC.[NH2:20][C:21]1[CH:22]=[CH:23][C:24]([C:31]#[N:32])=[C:25]([C:27]([F:30])([F:29])[F:28])[CH:26]=1. The catalyst is C1COCC1.O. The product is [Br:5][CH2:6][C@@:7]([OH:12])([CH3:11])[C:8]([NH:20][C:21]1[CH:22]=[CH:23][C:24]([C:31]#[N:32])=[C:25]([C:27]([F:28])([F:29])[F:30])[CH:26]=1)=[O:9]. The yield is 0.739. (5) The product is [CH3:8][C:4]1[CH:5]=[N:6][O:7][C:3]=1[CH2:2][C:9]#[N:10]. The reactants are Cl[CH2:2][C:3]1[O:7][N:6]=[CH:5][C:4]=1[CH3:8].[C-:9]#[N:10].[K+].ClCCl.CO. The yield is 0.430. The catalyst is CC#N.O. (6) The yield is 0.930. The catalyst is C(OCC)(=O)C.[Pd]. The product is [NH2:13][C:5]1[C:6]([OH:12])=[C:7]([S:8]([NH2:11])(=[O:10])=[O:9])[C:2]([Cl:1])=[CH:3][CH:4]=1. The reactants are [Cl:1][C:2]1[C:7]([S:8]([NH2:11])(=[O:10])=[O:9])=[C:6]([OH:12])[C:5]([N+:13]([O-])=O)=[CH:4][CH:3]=1.